This data is from Forward reaction prediction with 1.9M reactions from USPTO patents (1976-2016). The task is: Predict the product of the given reaction. (1) The product is: [CH3:17][O:16][C:13]1[CH:14]=[CH:15][C:10]([C:8]2[S:7][C:6]([NH:18][C:24]([NH:23][C:21](=[O:22])[C:20]([Cl:27])([Cl:26])[Cl:19])=[O:25])=[C:5]([C:3]([O:2][CH3:1])=[O:4])[CH:9]=2)=[CH:11][CH:12]=1. Given the reactants [CH3:1][O:2][C:3]([C:5]1[CH:9]=[C:8]([C:10]2[CH:15]=[CH:14][C:13]([O:16][CH3:17])=[CH:12][CH:11]=2)[S:7][C:6]=1[NH2:18])=[O:4].[Cl:19][C:20]([Cl:27])([Cl:26])[C:21]([N:23]=[C:24]=[O:25])=[O:22], predict the reaction product. (2) Given the reactants [CH3:1][O:2][C:3](=[O:12])[C:4]1[CH:9]=[CH:8][C:7](Br)=[C:6]([CH3:11])[CH:5]=1.[CH3:13][N:14](C=O)C, predict the reaction product. The product is: [CH3:1][O:2][C:3](=[O:12])[C:4]1[CH:9]=[CH:8][C:7]([C:13]#[N:14])=[C:6]([CH3:11])[CH:5]=1.